From a dataset of Catalyst prediction with 721,799 reactions and 888 catalyst types from USPTO. Predict which catalyst facilitates the given reaction. Reactant: [C:9](O[C:9]([O:11][C:12]([CH3:15])([CH3:14])[CH3:13])=[O:10])([O:11][C:12]([CH3:15])([CH3:14])[CH3:13])=[O:10].[NH2:16][C@H:17]([C:21]1[CH:26]=[CH:25][C:24]([Cl:27])=[CH:23][CH:22]=1)[CH2:18][CH2:19][OH:20]. Product: [Cl:27][C:24]1[CH:23]=[CH:22][C:21]([C@@H:17]([NH:16][C:9](=[O:10])[O:11][C:12]([CH3:13])([CH3:14])[CH3:15])[CH2:18][CH2:19][OH:20])=[CH:26][CH:25]=1. The catalyst class is: 2.